Predict which catalyst facilitates the given reaction. From a dataset of Catalyst prediction with 721,799 reactions and 888 catalyst types from USPTO. (1) Reactant: [CH2:1]([C:8]1[CH:15]=[CH:14][C:11]([CH:12]=[O:13])=[C:10]([O:16]C)[CH:9]=1)[C:2]1[CH:7]=[CH:6][CH:5]=[CH:4][CH:3]=1.[Na+].[I-]. Product: [CH2:1]([C:8]1[CH:15]=[CH:14][C:11]([CH:12]=[O:13])=[C:10]([OH:16])[CH:9]=1)[C:2]1[CH:3]=[CH:4][CH:5]=[CH:6][CH:7]=1. The catalyst class is: 210. (2) Reactant: [Br:1][C:2]1[CH:7]=[CH:6][C:5]([CH:8](Cl)[C:9]2[CH:14]=[CH:13][CH:12]=[CH:11][N:10]=2)=[CH:4][C:3]=1[F:16]. Product: [Br:1][C:2]1[CH:7]=[CH:6][C:5]([CH2:8][C:9]2[CH:14]=[CH:13][CH:12]=[CH:11][N:10]=2)=[CH:4][C:3]=1[F:16]. The catalyst class is: 565. (3) Reactant: [Cl:1][C:2]1[CH:24]=[CH:23][CH:22]=[C:21]([Cl:25])[C:3]=1[CH2:4][NH:5][CH:6]([CH2:11][C:12]1[CH:17]=[CH:16][C:15]([N+:18]([O-])=O)=[CH:14][CH:13]=1)[C:7]([O:9][CH3:10])=[O:8]. Product: [NH2:18][C:15]1[CH:16]=[CH:17][C:12]([CH2:11][CH:6]([NH:5][CH2:4][C:3]2[C:21]([Cl:25])=[CH:22][CH:23]=[CH:24][C:2]=2[Cl:1])[C:7]([O:9][CH3:10])=[O:8])=[CH:13][CH:14]=1. The catalyst class is: 52. (4) Reactant: [Cl:1][C:2]1[CH:7]=[CH:6][C:5]([CH:8]2[C:12]3[N:13]([CH:22]([CH3:24])[CH3:23])[C:14]([C:16]4[CH2:17][CH2:18][NH:19][CH2:20][CH:21]=4)=[N:15][C:11]=3[C:10](=[O:25])[N:9]2[C:26]2[CH:27]=[C:28]([CH3:36])[C:29]3[N:30]([C:32]([CH3:35])=[N:33][N:34]=3)[CH:31]=2)=[CH:4][CH:3]=1.[C:37](OC(=O)C)(=[O:39])[CH3:38].C([O-])(O)=O.[Na+]. Product: [C:37]([N:19]1[CH2:18][CH:17]=[C:16]([C:14]2[N:13]([CH:22]([CH3:24])[CH3:23])[C:12]3[CH:8]([C:5]4[CH:6]=[CH:7][C:2]([Cl:1])=[CH:3][CH:4]=4)[N:9]([C:26]4[CH:27]=[C:28]([CH3:36])[C:29]5[N:30]([C:32]([CH3:35])=[N:33][N:34]=5)[CH:31]=4)[C:10](=[O:25])[C:11]=3[N:15]=2)[CH2:21][CH2:20]1)(=[O:39])[CH3:38]. The catalyst class is: 202.